Dataset: Catalyst prediction with 721,799 reactions and 888 catalyst types from USPTO. Task: Predict which catalyst facilitates the given reaction. (1) Reactant: [Cl:1][C:2]1[CH:11]=[CH:10][CH:9]=[C:8]2[C:3]=1[CH:4]=[CH:5][NH:6][C:7]2=[O:12].I(C1C=CC=C(C[C:22]([O-])=[O:23])C=1CC([O-])=O)=O.CS(O)(=O)=O. Product: [Cl:1][C:2]1[CH:11]=[CH:10][CH:9]=[C:8]2[C:3]=1[C:4]([O:23][CH3:22])=[CH:5][NH:6][C:7]2=[O:12]. The catalyst class is: 5. (2) Product: [N:13]([C:12]1[C:7]([O:6][CH3:5])=[N:8][C:9]([CH3:16])=[N:10][C:11]=1[O:14][CH3:15])=[C:1]=[S:2]. Reactant: [C:1](Cl)(Cl)=[S:2].[CH3:5][O:6][C:7]1[C:12]([NH2:13])=[C:11]([O:14][CH3:15])[N:10]=[C:9]([CH3:16])[N:8]=1. The catalyst class is: 685. (3) Reactant: [SH:1][C:2]1[N:7]=[C:6]([N:8]2[CH2:13][CH2:12][N:11]([CH3:14])[CH2:10][CH2:9]2)[C:5]2[CH2:15][O:16][C:17]([CH3:20])([CH3:19])[CH2:18][C:4]=2[C:3]=1[C:21]#[N:22].C(=O)([O-])[O-].[K+].[K+].Cl[CH2:30][C:31]([NH2:33])=[O:32]. Product: [NH2:22][C:21]1[C:3]2[C:2](=[N:7][C:6]([N:8]3[CH2:9][CH2:10][N:11]([CH3:14])[CH2:12][CH2:13]3)=[C:5]3[CH2:15][O:16][C:17]([CH3:20])([CH3:19])[CH2:18][C:4]3=2)[S:1][C:30]=1[C:31]([NH2:33])=[O:32]. The catalyst class is: 8. (4) Reactant: [C:1](Cl)(=[O:8])[C:2]1[CH:7]=[CH:6][CH:5]=[CH:4][CH:3]=1.[CH3:10][C:11]1([CH3:27])[C:19]2[C:14](=[CH:15][C:16]([CH2:20][CH2:21][NH2:22])=[CH:17][CH:18]=2)[C:13]([CH3:24])([CH3:23])[C:12]1([CH3:26])[CH3:25].C(N(CC)CC)C. Product: [CH3:10][C:11]1([CH3:27])[C:19]2[C:14](=[CH:15][C:16]([CH2:20][CH2:21][NH:22][C:1](=[O:8])[C:2]3[CH:7]=[CH:6][CH:5]=[CH:4][CH:3]=3)=[CH:17][CH:18]=2)[C:13]([CH3:24])([CH3:23])[C:12]1([CH3:26])[CH3:25]. The catalyst class is: 4. (5) Reactant: [CH2:1]([N:3]1[C:12]2[C:7](=[CH:8][C:9]([CH3:26])=[C:10]([C:13]3[CH:14]=[C:15]([CH:18]=[CH:19][C:20]=3[O:21][C:22]([F:25])([F:24])[F:23])[CH:16]=[O:17])[CH:11]=2)[C:6]([CH3:28])([CH3:27])[CH2:5][C:4]1=[O:29])[CH3:2].[CH3:30][Mg]Br.CCOCC.CC(OI1(OC(C)=O)(OC(C)=O)OC(=O)C2C=CC=CC1=2)=O. Product: [C:16]([C:15]1[CH:18]=[CH:19][C:20]([O:21][C:22]([F:23])([F:24])[F:25])=[C:13]([C:10]2[CH:11]=[C:12]3[C:7]([C:6]([CH3:28])([CH3:27])[CH2:5][C:4](=[O:29])[N:3]3[CH2:1][CH3:2])=[CH:8][C:9]=2[CH3:26])[CH:14]=1)(=[O:17])[CH3:30]. The catalyst class is: 266. (6) Reactant: [F:1][C:2]([F:9])([F:8])[C:3]([O:5]CC)=O.[C:10]([O:14][C:15]([N:17]1[CH2:22][C@@H:21]2[C@@H:19]([CH2:20]2)[C@H:18]1[CH2:23][NH2:24])=[O:16])([CH3:13])([CH3:12])[CH3:11]. Product: [C:10]([O:14][C:15]([N:17]1[CH2:22][CH:21]2[CH:19]([CH2:20]2)[CH:18]1[CH2:23][NH:24][C:3](=[O:5])[C:2]([F:1])([F:8])[F:9])=[O:16])([CH3:13])([CH3:12])[CH3:11]. The catalyst class is: 1.